Dataset: Peptide-MHC class II binding affinity with 134,281 pairs from IEDB. Task: Regression. Given a peptide amino acid sequence and an MHC pseudo amino acid sequence, predict their binding affinity value. This is MHC class II binding data. The peptide sequence is PETPNMDVIGERIKRIK. The MHC is DRB1_1101 with pseudo-sequence DRB1_1101. The binding affinity (normalized) is 0.435.